This data is from Forward reaction prediction with 1.9M reactions from USPTO patents (1976-2016). The task is: Predict the product of the given reaction. (1) Given the reactants [F:1][C:2]1[CH:7]=[CH:6][C:5]([CH2:8][C:9](O)=[O:10])=[C:4]([N+:12]([O-])=O)[CH:3]=1, predict the reaction product. The product is: [F:1][C:2]1[CH:3]=[C:4]2[C:5]([CH2:8][C:9](=[O:10])[NH:12]2)=[CH:6][CH:7]=1. (2) Given the reactants [OH:1][C:2]1[CH:7]=[C:6]([CH3:8])[NH:5][C:4](=[O:9])[C:3]=1[C:10]#[N:11].N.[CH3:13]O, predict the reaction product. The product is: [NH2:11][CH2:10][C:3]1[C:4](=[O:9])[NH:5][C:6]([CH3:8])=[CH:7][C:2]=1[O:1][CH3:13]. (3) Given the reactants CC(O)C.[Na].[N:6]12[CH2:13][CH2:12][CH:9]([CH2:10][CH2:11]1)[C@@H:8]([OH:14])[CH2:7]2.CC([O:18][C:19]([N:21]1[CH2:30][CH2:29][C:28]2[C:23](=[CH:24][CH:25]=[CH:26][CH:27]=2)[C@@H:22]1[C:31]1[CH:36]=[CH:35][CH:34]=[CH:33][CH:32]=1)=O)C, predict the reaction product. The product is: [CH:34]1[CH:35]=[CH:36][C:31]([C@@H:22]2[N:21]([C:19]([O:14][C@@H:8]3[CH:9]4[CH2:12][CH2:13][N:6]([CH2:11][CH2:10]4)[CH2:7]3)=[O:18])[CH2:30][CH2:29][C:28]3[CH:27]=[CH:26][CH:25]=[CH:24][C:23]2=3)=[CH:32][CH:33]=1. (4) Given the reactants [CH3:1][O:2][C:3]1[CH:8]=[CH:7][C:6]([C:9](=[O:11])[CH3:10])=[C:5]([O:12]CC=C(C)C)[CH:4]=1.Cl.[C:19](OC)([CH3:22])([CH3:21])[CH3:20].[CH2:25](N(CC)C1C=CC=CC=1)C, predict the reaction product. The product is: [OH:12][C:5]1[CH:4]=[C:3]([O:2][CH3:1])[C:8]([CH2:25][CH:20]=[C:19]([CH3:22])[CH3:21])=[CH:7][C:6]=1[C:9](=[O:11])[CH3:10]. (5) Given the reactants C(OC([N:8]1[C:12]2[CH:13]=[CH:14][C:15]([NH:17][C:18]([O:20]C3C=CC=CC=3)=O)=[CH:16][C:11]=2[N:10]=[C:9]1[N:27]([CH:29]([CH3:31])[CH3:30])[CH3:28])=O)(C)(C)C.C(N(C)C1N(C(OC(C)(C)C)=O)C2C=C(NC(OC3C=CC=CC=3)=O)C=CC=2N=1)(C)C.Cl.[F:64][C:65]1[CH:70]=[CH:69][C:68]([CH:71]2[CH2:76][CH2:75][NH:74][CH2:73][CH2:72]2)=[CH:67][CH:66]=1.[OH-].[Na+], predict the reaction product. The product is: [F:64][C:65]1[CH:70]=[CH:69][C:68]([CH:71]2[CH2:72][CH2:73][N:74]([C:18]([NH:17][C:15]3[CH:14]=[CH:13][C:12]4[N:8]=[C:9]([N:27]([CH:29]([CH3:30])[CH3:31])[CH3:28])[NH:10][C:11]=4[CH:16]=3)=[O:20])[CH2:75][CH2:76]2)=[CH:67][CH:66]=1. (6) The product is: [CH3:1][N:2]1[C:6]([C:7]2[S:8][C:9]([Br:27])=[C:10]([Cl:13])[C:11]=2[Cl:12])=[N:5][C:4]([C:14]2[C:19]([F:20])=[CH:18][CH:17]=[CH:16][C:15]=2[Cl:21])=[N:3]1. Given the reactants [CH3:1][N:2]1[C:6]([C:7]2[S:8][CH:9]=[C:10]([Cl:13])[C:11]=2[Cl:12])=[N:5][C:4]([C:14]2[C:19]([F:20])=[CH:18][CH:17]=[CH:16][C:15]=2[Cl:21])=[N:3]1.C([O-])(=O)C.[Na+].[Br:27]Br.C(Cl)Cl, predict the reaction product. (7) Given the reactants [CH2:1]([O:8][C:9]1[CH:14]=[CH:13][N:12]([C:15]2[CH:16]=[C:17]3[C:21](=[CH:22][CH:23]=2)[N:20]([CH2:24][CH2:25]Cl)[N:19]=[CH:18]3)[C:11](=[O:27])[CH:10]=1)[C:2]1[CH:7]=[CH:6][CH:5]=[CH:4][CH:3]=1.C([O-])([O-])=O.[Cs+].[Cs+].[OH:34][CH2:35][C@H:36]1[CH2:40][CH2:39][CH2:38][NH:37]1, predict the reaction product. The product is: [CH2:1]([O:8][C:9]1[CH:14]=[CH:13][N:12]([C:15]2[CH:16]=[C:17]3[C:21](=[CH:22][CH:23]=2)[N:20]([CH2:24][CH2:25][N:37]2[CH2:38][CH2:39][CH2:40][C@@H:36]2[CH2:35][OH:34])[N:19]=[CH:18]3)[C:11](=[O:27])[CH:10]=1)[C:2]1[CH:7]=[CH:6][CH:5]=[CH:4][CH:3]=1.